Dataset: Catalyst prediction with 721,799 reactions and 888 catalyst types from USPTO. Task: Predict which catalyst facilitates the given reaction. (1) Reactant: F[C:2]1[CH:7]=[C:6]([F:8])[CH:5]=[CH:4][C:3]=1[N+:9]([O-:11])=[O:10].[NH2:12][CH:13]1[CH2:16][CH:15]([C:17]#[N:18])[CH2:14]1.CCN(C(C)C)C(C)C. Product: [F:8][C:6]1[CH:5]=[CH:4][C:3]([N+:9]([O-:11])=[O:10])=[C:2]([NH:12][CH:13]2[CH2:16][CH:15]([C:17]#[N:18])[CH2:14]2)[CH:7]=1. The catalyst class is: 10. (2) Reactant: [CH3:1][O:2][C:3](=[O:19])[CH2:4][C:5]1[CH:10]=[CH:9][C:8](OS(C(F)(F)F)(=O)=O)=[CH:7][CH:6]=1.[CH:20]1[C:29]2[C:24](=[CH:25][CH:26]=[CH:27][CH:28]=2)[CH:23]=[CH:22][C:21]=1B(O)O.[F-].[Cs+]. Product: [CH3:1][O:2][C:3](=[O:19])[CH2:4][C:5]1[CH:10]=[CH:9][C:8]([C:22]2[CH:21]=[CH:20][C:29]3[C:24](=[CH:25][CH:26]=[CH:27][CH:28]=3)[CH:23]=2)=[CH:7][CH:6]=1. The catalyst class is: 216. (3) Reactant: [Br:1][C:2]1[C:3]2[C:7]([CH:8]=[CH:9][CH:10]=1)=[N:6][N:5]1[C:11](=[O:28])[CH:12]=[C:13]([CH:15]3[CH2:20][CH2:19][N:18](C(OC(C)(C)C)=O)[CH2:17][CH2:16]3)[NH:14][C:4]=21.CO.[ClH:31]. Product: [ClH:31].[Br:1][C:2]1[C:3]2[C:7]([CH:8]=[CH:9][CH:10]=1)=[N:6][N:14]1[C:13]([CH:15]3[CH2:20][CH2:19][NH:18][CH2:17][CH2:16]3)=[CH:12][C:11](=[O:28])[NH:5][C:4]=21. The catalyst class is: 12. (4) Reactant: [Cl:1][C:2]1[CH:27]=[C:26]([Cl:28])[CH:25]=[CH:24][C:3]=1[O:4][C:5]1[CH:10]=[CH:9][CH:8]=[CH:7][C:6]=1[NH:11][S:12]([C:15]1[CH:23]=[CH:22][C:18]([C:19]([OH:21])=O)=[CH:17][CH:16]=1)(=[O:14])=[O:13].ON1C2C=CC=CC=2N=N1.CCN=C=NCCCN(C)C.Cl.[N:51]1([CH:57]2[CH2:62][CH2:61][N:60]([C:63]3[CH:68]=[CH:67][C:66]([NH2:69])=[CH:65][CH:64]=3)[CH2:59][CH2:58]2)[CH2:56][CH2:55][CH2:54][CH2:53][CH2:52]1. The catalyst class is: 9. Product: [N:51]1([CH:57]2[CH2:62][CH2:61][N:60]([C:63]3[CH:64]=[CH:65][C:66]([NH:69][C:19](=[O:21])[C:18]4[CH:22]=[CH:23][C:15]([S:12](=[O:13])(=[O:14])[NH:11][C:6]5[CH:7]=[CH:8][CH:9]=[CH:10][C:5]=5[O:4][C:3]5[CH:24]=[CH:25][C:26]([Cl:28])=[CH:27][C:2]=5[Cl:1])=[CH:16][CH:17]=4)=[CH:67][CH:68]=3)[CH2:59][CH2:58]2)[CH2:52][CH2:53][CH2:54][CH2:55][CH2:56]1.